From a dataset of Reaction yield outcomes from USPTO patents with 853,638 reactions. Predict the reaction yield, written as a fraction of the theoretical maximum amount of product (1.0 means a 100% yield; for example, 0.34 means a 34% yield). (1) The reactants are [C:1]([C:6]([O:8][CH2:9][CH3:10])=[O:7])#[C:2][C:3]([O-:5])=[O:4].[Br:11][C:12]1[CH:17]=[C:16]([O:18][CH3:19])[CH:15]=[CH:14][C:13]=1[OH:20].[F-].[CH2:22]([N+](CCCC)(CCCC)CCCC)[CH2:23]CC. The catalyst is CC(O)C. The product is [Br:11][C:12]1[CH:17]=[C:16]([O:18][CH3:19])[CH:15]=[CH:14][C:13]=1[O:20]/[C:1](=[CH:2]\[C:3]([O:5][CH2:22][CH3:23])=[O:4])/[C:6]([O:8][CH2:9][CH3:10])=[O:7]. The yield is 0.620. (2) The reactants are [CH:1]1[C:6]([N+:7]([O-:9])=[O:8])=[CH:5][C:4]([Cl:10])=[C:3]([NH:11][C:12]([C:14]2[CH:15]=[C:16]([Cl:21])[CH:17]=[CH:18][C:19]=2[OH:20])=[O:13])[CH:2]=1.C1C=CC(P(C2C=CC=CC=2)C2C=CC=CC=2)=CC=1.[C:41]([O:45][C:46](=[O:51])[NH:47][CH2:48][CH2:49]O)([CH3:44])([CH3:43])[CH3:42].CC(OC(/N=N/C(OC(C)C)=O)=O)C. The catalyst is C1COCC1. The product is [C:41]([O:45][C:46](=[O:51])[NH:47][CH2:48][CH2:49][O:20][C:19]1[CH:18]=[CH:17][C:16]([Cl:21])=[CH:15][C:14]=1[C:12](=[O:13])[NH:11][C:3]1[CH:2]=[CH:1][C:6]([N+:7]([O-:9])=[O:8])=[CH:5][C:4]=1[Cl:10])([CH3:44])([CH3:43])[CH3:42]. The yield is 0.710. (3) The reactants are [O:1]=[C:2]1[N:10]([CH2:11][CH2:12][CH3:13])[C:9]2[N:8]=[C:7]([C:14]34[CH2:21][CH2:20][C:17]([CH:22]=[CH:23][C:24]#[N:25])([CH2:18][CH2:19]3)[CH2:16][CH2:15]4)[NH:6][C:5]=2[C:4](=[O:26])[N:3]1[CH2:27][CH2:28][CH3:29].[H][H]. The catalyst is CO.C(Cl)Cl.[Pd]. The product is [O:1]=[C:2]1[N:10]([CH2:11][CH2:12][CH3:13])[C:9]2[N:8]=[C:7]([C:14]34[CH2:19][CH2:18][C:17]([CH2:22][CH2:23][C:24]#[N:25])([CH2:20][CH2:21]3)[CH2:16][CH2:15]4)[NH:6][C:5]=2[C:4](=[O:26])[N:3]1[CH2:27][CH2:28][CH3:29]. The yield is 0.900. (4) The reactants are C1C=CC(P(C2C=CC=CC=2)C2C=CC=CC=2)=CC=1.[F:20][C:21]1[CH:26]=[C:25]([F:27])[CH:24]=[CH:23][C:22]=1[C:28]1[N:29]=[C:30]2[C:35]([CH2:36][CH3:37])=[N:34][CH:33]=[CH:32][N:31]2[CH:38]=1.I[C:40]1[CH:45]=[CH:44][N:43]=[C:42]([S:46][CH3:47])[N:41]=1. The catalyst is CN(C=O)C.CC([O-])=O.CC([O-])=O.[Pd+2]. The product is [F:20][C:21]1[CH:26]=[C:25]([F:27])[CH:24]=[CH:23][C:22]=1[C:28]1[N:29]=[C:30]2[C:35]([CH2:36][CH3:37])=[N:34][CH:33]=[CH:32][N:31]2[C:38]=1[C:40]1[CH:45]=[CH:44][N:43]=[C:42]([S:46][CH3:47])[N:41]=1. The yield is 0.510. (5) The reactants are [S:1]([CH2:5][CH2:6][CH2:7][C:8]([OH:10])=[O:9])(=[O:4])(=[O:3])[NH2:2].C(=O)([O-])[O-].[Cs+].[Cs+].[CH2:17](Br)[C:18]1[CH:23]=[CH:22][CH:21]=[CH:20][CH:19]=1.O. The catalyst is CN(C=O)C. The product is [S:1]([CH2:5][CH2:6][CH2:7][C:8]([O:10][CH2:17][C:18]1[CH:23]=[CH:22][CH:21]=[CH:20][CH:19]=1)=[O:9])(=[O:4])(=[O:3])[NH2:2]. The yield is 0.610. (6) The reactants are [Cl:1][C:2]1[CH:10]=[CH:9][CH:8]=[C:7]2[C:3]=1[C:4](=O)[C:5](=[O:21])[N:6]2[CH:11]([CH2:15][CH:16]1[CH2:20][CH2:19][CH2:18][CH2:17]1)[C:12]([OH:14])=[O:13].O.NN. No catalyst specified. The product is [Cl:1][C:2]1[CH:10]=[CH:9][CH:8]=[C:7]2[C:3]=1[CH2:4][C:5](=[O:21])[N:6]2[CH:11]([CH2:15][CH:16]1[CH2:20][CH2:19][CH2:18][CH2:17]1)[C:12]([OH:14])=[O:13]. The yield is 0.940.